Dataset: Retrosynthesis with 50K atom-mapped reactions and 10 reaction types from USPTO. Task: Predict the reactants needed to synthesize the given product. (1) Given the product O=Cc1ccc(N(c2ccccc2)c2ccccc2)c2ccccc12, predict the reactants needed to synthesize it. The reactants are: CN(C)C=O.c1ccc(N(c2ccccc2)c2cccc3ccccc23)cc1. (2) Given the product CCOC(=O)c1ccc(N)nc1, predict the reactants needed to synthesize it. The reactants are: CCO.Nc1ccc(C(=O)O)cn1. (3) Given the product O=C(Nc1ccc(C(F)(F)F)cc1)Nc1cccc(C2OCCO2)c1, predict the reactants needed to synthesize it. The reactants are: Nc1cccc(C2OCCO2)c1.O=C=Nc1ccc(C(F)(F)F)cc1. (4) Given the product C=CCOC(C=C)CCc1c(C)c(OC)c(OC)c(OC)c1OC, predict the reactants needed to synthesize it. The reactants are: C=CC(O)CCc1c(C)c(OC)c(OC)c(OC)c1OC.C=CCBr. (5) Given the product CCCC(C(=O)O)c1c(C)nc(N2CCc3ccccc3C2)nc1-c1ccc(C)cc1, predict the reactants needed to synthesize it. The reactants are: CCCC(C(=O)OC)c1c(C)nc(N2CCc3ccccc3C2)nc1-c1ccc(C)cc1. (6) Given the product c1ccc(C2(c3ccccc3)Oc3ccc(-c4nnn[nH]4)cc3O2)cc1, predict the reactants needed to synthesize it. The reactants are: N#Cc1ccc2c(c1)OC(c1ccccc1)(c1ccccc1)O2.[N-]=[N+]=[N-].